From a dataset of Reaction yield outcomes from USPTO patents with 853,638 reactions. Predict the reaction yield, written as a fraction of the theoretical maximum amount of product (1.0 means a 100% yield; for example, 0.34 means a 34% yield). (1) The product is [NH:1]1[C:5]2[CH:6]=[CH:7][CH:8]=[CH:9][C:4]=2[NH:3][C:2]1=[C:10]([C:21]([C:23]1[CH:28]=[CH:27][CH:26]=[C:25]([C@@H:29]([OH:30])[CH2:33][OH:32])[C:24]=1[F:36])=[O:22])[C:11]([C:13]1[CH:14]=[C:15]([CH:18]=[CH:19][CH:20]=1)[C:16]#[N:17])=[O:12]. The catalyst is C(O)(=O)C.O. The reactants are [NH:1]1[C:5]2[CH:6]=[CH:7][CH:8]=[CH:9][C:4]=2[NH:3][C:2]1=[C:10]([C:21]([C:23]1[CH:28]=[CH:27][CH:26]=[C:25]([C@@H:29]2[CH2:33][O:32]C(C)(C)[O:30]2)[C:24]=1[F:36])=[O:22])[C:11]([C:13]1[CH:14]=[C:15]([CH:18]=[CH:19][CH:20]=1)[C:16]#[N:17])=[O:12]. The yield is 0.820. (2) The reactants are COC1C=C(OC)C=CC=1C[N:6]1[CH2:14][C:13]2[C:12]([F:15])=[C:11]([NH:16][C@@H:17]3[CH2:22][CH2:21][CH2:20][CH2:19][C@@H:18]3[NH:23]C(=O)OC(C)(C)C)[N:10]=[C:9]([C:31]3[CH:32]=[N:33][N:34]4[CH:39]=[CH:38][CH:37]=[CH:36][C:35]=34)[C:8]=2[C:7]1=[O:40].C(O)(C(F)(F)F)=O. No catalyst specified. The product is [NH2:23][C@H:18]1[CH2:19][CH2:20][CH2:21][CH2:22][C@H:17]1[NH:16][C:11]1[N:10]=[C:9]([C:31]2[CH:32]=[N:33][N:34]3[CH:39]=[CH:38][CH:37]=[CH:36][C:35]=23)[C:8]2[C:7](=[O:40])[NH:6][CH2:14][C:13]=2[C:12]=1[F:15]. The yield is 0.478. (3) The reactants are [F:1][C:2]1[CH:3]=[C:4]2[C:8](=[CH:9][CH:10]=1)[NH:7][CH:6]=[C:5]2[CH:11]=O.[H-].[Al+3].[Li+].[H-].[H-].[H-]. The catalyst is O1CCCC1. The product is [F:1][C:2]1[CH:3]=[C:4]2[C:8](=[CH:9][CH:10]=1)[NH:7][CH:6]=[C:5]2[CH3:11]. The yield is 0.823. (4) The reactants are [O:1]=[C:2]1[N:6]2[C:7]3[CH:8]=[CH:9][C:10]([N:14]4[CH2:22][C:21]5[C:16](=[N:17][CH:18]=[CH:19][CH:20]=5)[CH2:15]4)=[CH:11][C:12]=3[CH2:13][C@H:5]2[C@H:4]([CH2:23][NH:24][C:25](=[O:27])[CH3:26])[O:3]1.C(C1C(=O)C(Cl)=C(Cl)C(=O)C=1C#N)#N.C1(C)C=CC=CC=1.CCOC(C)=O. The catalyst is C(Cl)Cl.C1(C)C=CC=CC=1. The yield is 0.680. The product is [O:1]=[C:2]1[N:6]2[C:7]3[CH:8]=[CH:9][C:10]([N:14]4[CH:22]=[C:21]5[C:16]([N:17]=[CH:18][CH:19]=[CH:20]5)=[CH:15]4)=[CH:11][C:12]=3[CH2:13][C@H:5]2[C@H:4]([CH2:23][NH:24][C:25](=[O:27])[CH3:26])[O:3]1. (5) The reactants are [N:1]1([C:6]2[N:11]=[C:10]([N:12]3[CH2:17][CH2:16][CH2:15][CH2:14][CH:13]3[CH2:18][CH2:19][OH:20])[CH:9]=[CH:8][N:7]=2)[CH:5]=[CH:4][N:3]=[CH:2]1.[H-].[Na+].[CH2:23](Cl)[C:24]1[CH:32]=[CH:31][C:30]2[O:29][CH2:28][O:27][C:26]=2[CH:25]=1.[Cl-].C([NH3+])(C)(C)C. The product is [O:29]1[C:30]2[CH:31]=[CH:32][C:24]([CH2:23][O:20][CH2:19][CH2:18][CH:13]3[CH2:14][CH2:15][CH2:16][CH2:17][N:12]3[C:10]3[CH:9]=[CH:8][N:7]=[C:6]([N:1]4[CH:5]=[CH:4][N:3]=[CH:2]4)[N:11]=3)=[CH:25][C:26]=2[O:27][CH2:28]1. The catalyst is CN(C=O)C. The yield is 0.350. (6) The reactants are [Cl:1][C:2]1[N:7]=[C:6]([NH:8][CH2:9][C@H:10]2[CH2:15][CH2:14][CH2:13][N:12]([C:16]([O:18][C:19]([CH3:22])([CH3:21])[CH3:20])=[O:17])[CH2:11]2)[C:5]([C:23]#[C:24][C:25]2[CH:30]=[CH:29][CH:28]=[CH:27][C:26]=2[Cl:31])=[CH:4][N:3]=1.CC(C)([O-])C.[K+]. The catalyst is CN1C(=O)CCC1.CCOC(C)=O. The product is [Cl:1][C:2]1[N:3]=[CH:4][C:5]2[CH:23]=[C:24]([C:25]3[CH:30]=[CH:29][CH:28]=[CH:27][C:26]=3[Cl:31])[N:8]([CH2:9][C@H:10]3[CH2:15][CH2:14][CH2:13][N:12]([C:16]([O:18][C:19]([CH3:20])([CH3:21])[CH3:22])=[O:17])[CH2:11]3)[C:6]=2[N:7]=1. The yield is 0.230. (7) The reactants are Br[C:2]1[CH:7]=[CH:6][C:5]([C:8]([F:11])([F:10])[F:9])=[CH:4][C:3]=1[F:12].[OH:13][CH:14]1[CH2:18][CH2:17][NH:16][CH2:15]1.C1(P(C2C=CC=CC=2)C2C=CC3C(=CC=CC=3)C=2C2C3C(=CC=CC=3)C=CC=2P(C2C=CC=CC=2)C2C=CC=CC=2)C=CC=CC=1.C(=O)([O-])[O-].[Cs+].[Cs+]. The catalyst is C1(C)C=CC=CC=1.C([O-])(=O)C.[Pd+2].C([O-])(=O)C.O. The product is [F:12][C:3]1[CH:4]=[C:5]([C:8]([F:11])([F:10])[F:9])[CH:6]=[CH:7][C:2]=1[N:16]1[CH2:17][CH2:18][CH:14]([OH:13])[CH2:15]1. The yield is 0.660.